The task is: Binary Classification. Given a drug SMILES string, predict its activity (active/inactive) in a high-throughput screening assay against a specified biological target.. This data is from M1 muscarinic receptor antagonist screen with 61,756 compounds. (1) The drug is OC1CC(N(C1)C(OCc1ccccc1)=O)C(=O)Nc1cc(ccc1)C. The result is 0 (inactive). (2) The drug is o1nc(nc1CN(C(C)C)C(=O)c1cc(OC)c(OC)cc1)c1ccc(cc1)C. The result is 0 (inactive).